This data is from Reaction yield outcomes from USPTO patents with 853,638 reactions. The task is: Predict the reaction yield, written as a fraction of the theoretical maximum amount of product (1.0 means a 100% yield; for example, 0.34 means a 34% yield). (1) The reactants are [Si:1](Cl)([C:4]([CH3:7])([CH3:6])[CH3:5])([CH3:3])[CH3:2].[OH:9][CH2:10][CH2:11][N:12]1[CH2:17][CH2:16][CH2:15][N:14]([CH:18]2[CH2:23][CH2:22][N:21]([C:24]([O:26][CH2:27][C:28]3[CH:33]=[CH:32][CH:31]=[CH:30][CH:29]=3)=[O:25])[CH2:20][CH2:19]2)[C:13]1=[O:34].C(N(CC)CC)C. The catalyst is ClCCl. The product is [Si:1]([O:9][CH2:10][CH2:11][N:12]1[CH2:17][CH2:16][CH2:15][N:14]([CH:18]2[CH2:23][CH2:22][N:21]([C:24]([O:26][CH2:27][C:28]3[CH:29]=[CH:30][CH:31]=[CH:32][CH:33]=3)=[O:25])[CH2:20][CH2:19]2)[C:13]1=[O:34])([C:4]([CH3:7])([CH3:6])[CH3:5])([CH3:3])[CH3:2]. The yield is 0.990. (2) The reactants are CN(C(ON1N=NC2C=CC=CC1=2)=[N+](C)C)C.[B-](F)(F)(F)F.[C:23]([O:27][C:28]([NH:30][C@@H:31]([CH2:35][CH2:36][CH3:37])[C:32]([OH:34])=O)=[O:29])([CH3:26])([CH3:25])[CH3:24].[NH:38]1[CH2:43][CH2:42][CH:41]([OH:44])[CH2:40][CH2:39]1. The catalyst is C(Cl)Cl. The product is [OH:44][CH:41]1[CH2:42][CH2:43][N:38]([C:32](=[O:34])[C@@H:31]([NH:30][C:28](=[O:29])[O:27][C:23]([CH3:24])([CH3:25])[CH3:26])[CH2:35][CH2:36][CH3:37])[CH2:39][CH2:40]1. The yield is 1.06.